This data is from Reaction yield outcomes from USPTO patents with 853,638 reactions. The task is: Predict the reaction yield, written as a fraction of the theoretical maximum amount of product (1.0 means a 100% yield; for example, 0.34 means a 34% yield). (1) The reactants are [CH2:1]1[C:3]([NH2:7])([C:4]([OH:6])=[O:5])[CH2:2]1.[C:8]([O:16][CH:17]([O:21][C:22](ON1C(=O)CCC1=O)=[O:23])[CH:18]([CH3:20])[CH3:19])(=[O:15])[C:9]1[CH:14]=[CH:13][CH:12]=[CH:11][CH:10]=1. The yield is 0.250. The catalyst is C(#N)C.O. The product is [CH3:19][CH:18]([CH3:20])[CH:17]([O:16][C:8]([C:9]1[CH:14]=[CH:13][CH:12]=[CH:11][CH:10]=1)=[O:15])[O:21][C:22]([NH:7][C:3]1([C:4]([OH:6])=[O:5])[CH2:2][CH2:1]1)=[O:23]. (2) The reactants are [OH:1][C:2]1[CH:3]=[N:4][CH:5]=[C:6]([CH:10]=1)[C:7](Cl)=[O:8].Cl.O[C:13]1[CH:14]=[N:15][CH:16]=[C:17]([CH:21]=1)C(O)=O.COC(=O)C1C=C(O)[CH:28]=[N:27]C=1.C([N:35](CC)CC)C. The catalyst is ClCCl.CN(C)C=O. The product is [N:15]1[CH:14]=[CH:13][CH:21]=[CH:17][C:16]=1[C:28]1[N:27]=[C:7]([C:6]2[CH:5]=[N:4][CH:3]=[C:2]([OH:1])[CH:10]=2)[O:8][N:35]=1. The yield is 0.210.